From a dataset of Forward reaction prediction with 1.9M reactions from USPTO patents (1976-2016). Predict the product of the given reaction. The product is: [Cl:1][C:2]1[CH:3]=[C:4]2[C:8](=[C:9]([NH:11][CH:12]3[CH2:13][CH2:14][O:15][CH2:16][CH2:17]3)[CH:10]=1)[NH:7][C:6]([C:18]1[S:19][CH2:20][C@@H:21]([CH2:23][C:24]([NH:39][CH3:37])=[O:25])[N:22]=1)=[CH:5]2. Given the reactants [Cl:1][C:2]1[CH:3]=[C:4]2[C:8](=[C:9]([NH:11][CH:12]3[CH2:17][CH2:16][O:15][CH2:14][CH2:13]3)[CH:10]=1)[NH:7][C:6]([C:18]1[S:19][CH2:20][C@@H:21]([CH2:23][C:24](O)=[O:25])[N:22]=1)=[CH:5]2.CN.C(Cl)CCl.C1C=CC2N(O)N=[N:39][C:37]=2C=1.C(=O)(O)[O-].[Na+], predict the reaction product.